This data is from Forward reaction prediction with 1.9M reactions from USPTO patents (1976-2016). The task is: Predict the product of the given reaction. (1) Given the reactants P(Br)(Br)[Br:2].[I:5][C:6]1[C:7]([CH2:15]O)=[CH:8][C:9]2[O:13][CH2:12][O:11][C:10]=2[CH:14]=1.C([O-])(O)=O.[Na+], predict the reaction product. The product is: [Br:2][CH2:15][C:7]1[C:6]([I:5])=[CH:14][C:10]2[O:11][CH2:12][O:13][C:9]=2[CH:8]=1. (2) Given the reactants [OH:1][C:2]1[C:3]([CH2:14][CH:15]=[CH2:16])=[C:4]([C:8]2[CH:13]=[CH:12][CH:11]=[CH:10][CH:9]=2)[CH:5]=[CH:6][CH:7]=1.IC.[C:19](=O)([O-])[O-].[K+].[K+].O, predict the reaction product. The product is: [CH3:19][O:1][C:2]1[C:3]([CH2:14][CH:15]=[CH2:16])=[C:4]([C:8]2[CH:9]=[CH:10][CH:11]=[CH:12][CH:13]=2)[CH:5]=[CH:6][CH:7]=1. (3) Given the reactants C([Li])CCC.C1(N[C:13]([C:15]2[CH:20]=[CH:19][N:18]=[CH:17][CH:16]=2)=[O:14])C=CC=CC=1.[CH2:21]([N:28]1[CH2:33][CH2:32][C:31](=[O:34])[CH2:30][CH2:29]1)[C:22]1[CH:27]=[CH:26][CH:25]=[CH:24][CH:23]=1.[OH-].[Na+], predict the reaction product. The product is: [CH2:21]([N:28]1[CH2:33][CH2:32][C:31]2([C:20]3[CH:19]=[N:18][CH:17]=[CH:16][C:15]=3[C:13](=[O:14])[O:34]2)[CH2:30][CH2:29]1)[C:22]1[CH:23]=[CH:24][CH:25]=[CH:26][CH:27]=1. (4) Given the reactants [F:1][C:2]1[N:7]=[C:6]([CH2:8][N:9]2[CH:13]=[CH:12][C:11]([NH2:14])=[N:10]2)[CH:5]=[CH:4][CH:3]=1.C(=O)(O)[O-].[Na+].[C:20](Cl)(Cl)=[S:21], predict the reaction product. The product is: [F:1][C:2]1[CH:3]=[CH:4][CH:5]=[C:6]([CH2:8][N:9]2[CH:13]=[CH:12][C:11]([N:14]=[C:20]=[S:21])=[N:10]2)[N:7]=1. (5) The product is: [OH:1][C:2]1[C:11]2[C:6](=[CH:7][CH:8]=[C:9]([C:12]3[CH:13]=[N:14][CH:15]=[CH:16][CH:17]=3)[CH:10]=2)[C:5]([CH3:18])([CH3:19])[C:4](=[O:20])[C:3]=1[C:21]([NH:23][CH2:24][C:25]([OH:27])=[O:26])=[O:22]. Given the reactants [OH:1][C:2]1[C:11]2[C:6](=[CH:7][CH:8]=[C:9]([C:12]3[CH:13]=[N:14][CH:15]=[CH:16][CH:17]=3)[CH:10]=2)[C:5]([CH3:19])([CH3:18])[C:4](=[O:20])[C:3]=1[C:21]([NH:23][CH2:24][C:25]([O:27]C(C)(C)C)=[O:26])=[O:22], predict the reaction product. (6) The product is: [C:1]([O:4][CH2:5][C:6]1[C:7]([B:32]2[O:33][C:34]([CH3:36])([CH3:35])[C:30]([CH3:46])([CH3:29])[O:31]2)=[CH:8][C:9]([F:27])=[CH:10][C:11]=1[N:12]1[CH2:23][CH2:22][C:21]2[C:20]3[CH2:19][C:18]([CH3:25])([CH3:24])[CH2:17][C:16]=3[S:15][C:14]=2[C:13]1=[O:26])(=[O:3])[CH3:2]. Given the reactants [C:1]([O:4][CH2:5][C:6]1[C:11]([N:12]2[CH2:23][CH2:22][C:21]3[C:20]4[CH2:19][C:18]([CH3:25])([CH3:24])[CH2:17][C:16]=4[S:15][C:14]=3[C:13]2=[O:26])=[CH:10][C:9]([F:27])=[CH:8][C:7]=1Br)(=[O:3])[CH3:2].[CH3:29][C:30]1([CH3:46])[C:34]([CH3:36])([CH3:35])[O:33][B:32]([B:32]2[O:33][C:34]([CH3:36])([CH3:35])[C:30]([CH3:46])([CH3:29])[O:31]2)[O:31]1.CC(O[K])=O, predict the reaction product. (7) Given the reactants [CH2:1]([O:3][C:4](=[O:39])[CH2:5][C:6]1[CH:11]=[CH:10][C:9]([O:12][CH3:13])=[C:8]([O:14][C:15]2[CH:20]=[CH:19][C:18]([C:21]([F:24])([F:23])[F:22])=[CH:17][C:16]=2[CH2:25][N:26]2[C@@H:30]([CH3:31])[C@@H:29]([C:32]3[CH:37]=[CH:36][CH:35]=[CH:34][CH:33]=3)[O:28][C:27]2=[O:38])[CH:7]=1)[CH3:2].IC.[CH3:42][Si]([N-][Si](C)(C)C)(C)C.[Na+], predict the reaction product. The product is: [CH2:1]([O:3][C:4](=[O:39])[CH:5]([C:6]1[CH:11]=[CH:10][C:9]([O:12][CH3:13])=[C:8]([O:14][C:15]2[CH:20]=[CH:19][C:18]([C:21]([F:23])([F:24])[F:22])=[CH:17][C:16]=2[CH2:25][N:26]2[C@@H:30]([CH3:31])[C@@H:29]([C:32]3[CH:33]=[CH:34][CH:35]=[CH:36][CH:37]=3)[O:28][C:27]2=[O:38])[CH:7]=1)[CH3:42])[CH3:2]. (8) Given the reactants [C:1]1([CH2:7][N:8]2[CH:13]=[CH:12][C:11]([CH2:14][OH:15])=[CH:10][CH:9]2Cl)[CH:6]=[CH:5][CH:4]=[CH:3][CH:2]=1.[BH4-].[Na+].O, predict the reaction product. The product is: [C:1]1([CH2:7][N:8]2[CH2:9][CH:10]=[C:11]([CH2:14][OH:15])[CH2:12][CH2:13]2)[CH:2]=[CH:3][CH:4]=[CH:5][CH:6]=1. (9) Given the reactants Cl[C:2]1[C:12]2[CH2:11][CH2:10][C@H:9]([NH:13][C:14](=[O:16])[CH3:15])[CH2:8][C:7](=[O:17])[C:6]=2[C:5]([O:18][CH3:19])=[C:4]([N+:20]([O-])=O)[CH:3]=1.[H][H], predict the reaction product. The product is: [NH2:20][C:4]1[CH:3]=[CH:2][C:12]2[CH2:11][CH2:10][C@H:9]([NH:13][C:14](=[O:16])[CH3:15])[CH2:8][C:7](=[O:17])[C:6]=2[C:5]=1[O:18][CH3:19].